Task: Predict which catalyst facilitates the given reaction.. Dataset: Catalyst prediction with 721,799 reactions and 888 catalyst types from USPTO (1) Reactant: [NH2:1][C:2]1[CH:7]=[CH:6][CH:5]=[CH:4][CH:3]=1.C(=O)([O-])[O-].[K+].[K+].[CH:14]1([C:17](Cl)=[O:18])[CH2:16][CH2:15]1. Product: [C:2]1([NH:1][C:17]([CH:14]2[CH2:16][CH2:15]2)=[O:18])[CH:7]=[CH:6][CH:5]=[CH:4][CH:3]=1. The catalyst class is: 10. (2) Reactant: [C:1]([O:5][C:6](=[O:31])[C@@H:7]([NH:12][C:13](=[O:30])[C:14]1[CH:19]=[CH:18][C:17]([NH:20][CH:21]([CH3:26])[CH2:22][CH:23]([CH3:25])[CH3:24])=[C:16]([N+:27]([O-])=O)[CH:15]=1)[CH2:8][CH:9]([CH3:11])[CH3:10])([CH3:4])([CH3:3])[CH3:2]. Product: [C:1]([O:5][C:6](=[O:31])[C@@H:7]([NH:12][C:13](=[O:30])[C:14]1[CH:19]=[CH:18][C:17]([NH:20][CH:21]([CH3:26])[CH2:22][CH:23]([CH3:24])[CH3:25])=[C:16]([NH2:27])[CH:15]=1)[CH2:8][CH:9]([CH3:11])[CH3:10])([CH3:2])([CH3:4])[CH3:3]. The catalyst class is: 29. (3) Reactant: [F:1][C:2]1[CH:7]=[CH:6][C:5]([N:8]2[C:13](=[O:14])[C:12]([C:15]([OH:17])=O)=[N:11][N:10]([CH:18]([CH3:20])[CH3:19])[C:9]2=[O:21])=[CH:4][CH:3]=1.[CH3:22][O:23][C:24]1[CH:25]=[C:26]2[C:31](=[CH:32][C:33]=1[O:34][CH3:35])[N:30]=[CH:29][CH:28]=[C:27]2[O:36][C:37]1[CH:42]=[CH:41][C:40]([NH2:43])=[CH:39][C:38]=1[F:44].C(N(CC)C(C)C)(C)C. Product: [CH3:22][O:23][C:24]1[CH:25]=[C:26]2[C:31](=[CH:32][C:33]=1[O:34][CH3:35])[N:30]=[CH:29][CH:28]=[C:27]2[O:36][C:37]1[CH:42]=[CH:41][C:40]([NH:43][C:15]([C:12]2[C:13](=[O:14])[N:8]([C:5]3[CH:4]=[CH:3][C:2]([F:1])=[CH:7][CH:6]=3)[C:9](=[O:21])[N:10]([CH:18]([CH3:20])[CH3:19])[N:11]=2)=[O:17])=[CH:39][C:38]=1[F:44]. The catalyst class is: 9. (4) Reactant: Cl[C:2]1[N:7]=[C:6]([Cl:8])[N:5]=[C:4]2[N:9]([CH:12]3[CH2:17][CH2:16][CH2:15][CH2:14][O:13]3)[N:10]=[CH:11][C:3]=12.C([Sn](CCCC)(CCCC)[C:23]1[CH2:24][CH2:25][O:26][CH2:27][CH:28]=1)CCC. Product: [Cl:8][C:6]1[N:5]=[C:4]2[N:9]([CH:12]3[CH2:17][CH2:16][CH2:15][CH2:14][O:13]3)[N:10]=[CH:11][C:3]2=[C:2]([C:23]2[CH2:28][CH2:27][O:26][CH2:25][CH:24]=2)[N:7]=1. The catalyst class is: 9. (5) Reactant: C(OC(=O)[NH:7][C:8]1[CH:13]=[C:12]([N:14]([CH3:16])[CH3:15])[C:11]([C:17]([F:20])([F:19])[F:18])=[CH:10][C:9]=1[NH:21][C:22](=[O:38])[CH2:23][C:24](=O)[C:25]1[CH:30]=[CH:29][CH:28]=[C:27]([C:31]2[CH:36]=[CH:35][N:34]=[CH:33][CH:32]=2)[CH:26]=1)(C)(C)C.C(O)(C(F)(F)F)=O. Product: [CH3:15][N:14]([CH3:16])[C:12]1[C:11]([C:17]([F:18])([F:20])[F:19])=[CH:10][C:9]2[NH:21][C:22](=[O:38])[CH2:23][C:24]([C:25]3[CH:30]=[CH:29][CH:28]=[C:27]([C:31]4[CH:36]=[CH:35][N:34]=[CH:33][CH:32]=4)[CH:26]=3)=[N:7][C:8]=2[CH:13]=1. The catalyst class is: 2. (6) Reactant: [O:1]=[C:2]1[CH2:6][CH2:5][CH2:4][N:3]1[C@H:7]1[CH2:12][CH2:11][C@H:10]([C:13]([O:15]C)=[O:14])[CH2:9][CH2:8]1.[OH-].[Na+].Cl.[Cl-].[Na+]. Product: [O:1]=[C:2]1[CH2:6][CH2:5][CH2:4][N:3]1[C@H:7]1[CH2:12][CH2:11][C@H:10]([C:13]([OH:15])=[O:14])[CH2:9][CH2:8]1. The catalyst class is: 5.